This data is from Reaction yield outcomes from USPTO patents with 853,638 reactions. The task is: Predict the reaction yield, written as a fraction of the theoretical maximum amount of product (1.0 means a 100% yield; for example, 0.34 means a 34% yield). (1) The reactants are [C:1]([C:5]1[O:9][N:8]=[C:7]([NH:10][C:11]([NH:13][C:14]2[CH:19]=[CH:18][C:17]([O:20][C:21]3[CH:26]=[CH:25][CH:24]=[C:23](C(O)=O)[CH:22]=3)=[CH:16][CH:15]=2)=[O:12])[CH:6]=1)([CH3:4])([CH3:3])[CH3:2].CC[N:32]([CH2:35]C)CC.C1C=CC(P(N=[N+]=[N-])(C2C=CC=CC=2)=[O:44])=CC=1.[CH2:54]([OH:61])[C:55]1[CH:60]=[CH:59][CH:58]=[CH:57][CH:56]=1.Cl. The catalyst is C1(C)C=CC=CC=1. The product is [C:1]([C:5]1[O:9][N:8]=[C:7]([NH:10][C:11]([NH:13][C:14]2[CH:19]=[CH:18][C:17]([O:20][C:21]3[CH:26]=[CH:25][CH:24]=[C:23]([NH:32][C:35]([O:61][CH2:54][C:55]4[CH:60]=[CH:59][CH:58]=[CH:57][CH:56]=4)=[O:44])[CH:22]=3)=[CH:16][CH:15]=2)=[O:12])[CH:6]=1)([CH3:3])([CH3:4])[CH3:2]. The yield is 0.600. (2) The reactants are [C:1]([C:5]1[C:6]([O:29][CH3:30])=[C:7](/[CH:20]=[CH:21]/[C:22]2[N:27]=[CH:26][C:25]([NH2:28])=[CH:24][CH:23]=2)[CH:8]=[C:9]([C:11]2[C:12]([O:18][CH3:19])=[N:13][CH:14]=[C:15]([F:17])[CH:16]=2)[CH:10]=1)([CH3:4])([CH3:3])[CH3:2].[F:31][C:32]([F:39])([F:38])[CH2:33][S:34](Cl)(=[O:36])=[O:35]. The catalyst is N1C=CC=CC=1. The product is [C:1]([C:5]1[C:6]([O:29][CH3:30])=[C:7](/[CH:20]=[CH:21]/[C:22]2[N:27]=[CH:26][C:25]([NH:28][S:34]([CH2:33][C:32]([F:39])([F:38])[F:31])(=[O:36])=[O:35])=[CH:24][CH:23]=2)[CH:8]=[C:9]([C:11]2[C:12]([O:18][CH3:19])=[N:13][CH:14]=[C:15]([F:17])[CH:16]=2)[CH:10]=1)([CH3:4])([CH3:2])[CH3:3]. The yield is 0.720. (3) The reactants are FC(F)(F)C(OC(=O)C(F)(F)F)=O.[C:14]([OH:17])(=[O:16])[CH3:15].[CH:18]([C:21]1[CH:26]=[CH:25][CH:24]=[C:23]([CH:27]([CH3:29])[CH3:28])[C:22]=1O)([CH3:20])[CH3:19]. The catalyst is O. The product is [C:14]([O:17][C:22]1[C:21]([CH:18]([CH3:19])[CH3:20])=[CH:26][CH:25]=[CH:24][C:23]=1[CH:27]([CH3:29])[CH3:28])(=[O:16])[CH3:15]. The yield is 0.860. (4) The reactants are Cl[C:2]1[C:3]([N+:8]([O-:10])=[O:9])=[N:4][CH:5]=[CH:6][CH:7]=1.[NH2:11][CH2:12][C@@H:13]1[CH2:17][CH2:16][N:15]([C:18]([O:20][C:21]([CH3:24])([CH3:23])[CH3:22])=[O:19])[CH2:14]1.C(N(CC)C(C)C)(C)C. The catalyst is CS(C)=O.O. The product is [N+:8]([C:3]1[C:2]([NH:11][CH2:12][C@@H:13]2[CH2:17][CH2:16][N:15]([C:18]([O:20][C:21]([CH3:24])([CH3:23])[CH3:22])=[O:19])[CH2:14]2)=[CH:7][CH:6]=[CH:5][N:4]=1)([O-:10])=[O:9]. The yield is 0.200. (5) The reactants are Cl[C@H]1CCNC1=O.[NH2:8][CH2:9][CH2:10][C@H:11](Cl)[C:12]([OH:14])=[O:13].[OH-].[Na+].O.O.O.O.O.O.O.O.[OH-].[Ba+2].[OH-].N1CC[C@@H]1C(O)=O.C(=O)([O-])[O-].[Na+].[Na+].[C:42](O[C:42]([O:44][C:45]([CH3:48])([CH3:47])[CH3:46])=[O:43])([O:44][C:45]([CH3:48])([CH3:47])[CH3:46])=[O:43]. The catalyst is Cl. The product is [C:45]([O:44][C:42]([N:8]1[CH2:9][CH2:10][C@@H:11]1[C:12]([OH:14])=[O:13])=[O:43])([CH3:48])([CH3:47])[CH3:46]. The yield is 0.820. (6) The reactants are [F:1][C:2]1([F:15])[CH2:7][CH2:6][C:5](=[O:8])[C:4]([C:9]2[N:13]([CH3:14])[N:12]=[CH:11][CH:10]=2)=[CH:3]1.[BH4-].[Na+].CO. The catalyst is [C+4].[OH-].[Pd+2].[OH-].[OH-].[OH-].[OH-].[OH-].C(O)C. The product is [F:15][C:2]1([F:1])[CH2:7][CH2:6][C@H:5]([OH:8])[C@@H:4]([C:9]2[N:13]([CH3:14])[N:12]=[CH:11][CH:10]=2)[CH2:3]1. The yield is 0.290. (7) The reactants are [CH3:1][C:2]1[C:16](=[O:17])[N:15]=[C:14]2[N:4]([C@@H:5]3[O:9][C@H:8]([CH2:10][OH:11])[C@@H:7]([OH:12])[C@@H:6]3[O:13]2)[CH:3]=1.[CH3:18][O:19][CH2:20][CH2:21][O:22]B([O:22][CH2:21][CH2:20][O:19][CH3:18])[O:22][CH2:21][CH2:20][O:19][CH3:18]. The catalyst is COCCO. The product is [CH3:18][O:19][CH2:20][CH2:21][O:22][C@@H:6]1[C@H:7]([OH:12])[C@@H:8]([CH2:10][OH:11])[O:9][C@H:5]1[N:4]1[CH:3]=[C:2]([CH3:1])[C:16](=[O:17])[NH:15][C:14]1=[O:13]. The yield is 0.630. (8) The reactants are [C:1]([C:5]1[O:9][N:8]=[C:7]([NH:10][C:11](=[O:28])[CH2:12][C:13]2[CH:18]=[CH:17][C:16](B3OC(C)(C)C(C)(C)O3)=[CH:15][CH:14]=2)[CH:6]=1)([CH3:4])([CH3:3])[CH3:2].Br[C:30]1[CH:31]=[CH:32][C:33]([NH:36][CH2:37][CH2:38][S:39]([CH3:42])(=[O:41])=[O:40])=[N:34][CH:35]=1.C([O-])([O-])=O.[Na+].[Na+]. The catalyst is C(#N)C.C1(P(C2C=CC=CC=2)[C-]2C=CC=C2)C=CC=CC=1.[C-]1(P(C2C=CC=CC=2)C2C=CC=CC=2)C=CC=C1.[Fe+2].Cl[Pd]Cl. The product is [C:1]([C:5]1[O:9][N:8]=[C:7]([NH:10][C:11](=[O:28])[CH2:12][C:13]2[CH:14]=[CH:15][C:16]([C:30]3[CH:35]=[N:34][C:33]([NH:36][CH2:37][CH2:38][S:39]([CH3:42])(=[O:40])=[O:41])=[CH:32][CH:31]=3)=[CH:17][CH:18]=2)[CH:6]=1)([CH3:2])([CH3:3])[CH3:4]. The yield is 0.200. (9) The reactants are Cl.[CH3:2][C:3]1[CH:4]=[C:5]([CH:9]2[CH2:12][C:11]3([CH2:17][CH2:16][NH:15][CH2:14][CH2:13]3)[CH2:10]2)[CH:6]=[CH:7][CH:8]=1.C1([O:24][C:25](=O)[NH:26][C:27]2[O:31][N:30]=[C:29]([CH3:32])[C:28]=2[CH3:33])C=CC=CC=1. No catalyst specified. The product is [CH3:32][C:29]1[C:28]([CH3:33])=[C:27]([NH:26][C:25]([N:15]2[CH2:16][CH2:17][C:11]3([CH2:10][CH:9]([C:5]4[CH:6]=[CH:7][CH:8]=[C:3]([CH3:2])[CH:4]=4)[CH2:12]3)[CH2:13][CH2:14]2)=[O:24])[O:31][N:30]=1. The yield is 0.660.